This data is from hERG potassium channel inhibition data for cardiac toxicity prediction from Karim et al.. The task is: Regression/Classification. Given a drug SMILES string, predict its toxicity properties. Task type varies by dataset: regression for continuous values (e.g., LD50, hERG inhibition percentage) or binary classification for toxic/non-toxic outcomes (e.g., AMES mutagenicity, cardiotoxicity, hepatotoxicity). Dataset: herg_karim. (1) The drug is N#Cc1cnc(Nc2cc(NC[C@H]3CNCCO3)c(-c3cccc(F)c3)cn2)cn1. The result is 1 (blocker). (2) The drug is CNC(=O)c1cc(COc2nnc(Nc3ccc(Cl)cc3)c3ccoc23)ccn1. The result is 0 (non-blocker). (3) The compound is Cc1nc(CN[C@H]2CC[C@@H](F)C2)c(C(C)C)n1-c1cc(F)cc(F)c1. The result is 0 (non-blocker). (4) The molecule is COc1c([C@H](O)CN2CCN(C(=O)Cc3ccc(-n4cnnn4)nc3)CC2)ccc2c1COC2=O. The result is 0 (non-blocker). (5) The result is 0 (non-blocker). The molecule is CCn1c(=O)c(-c2cc(C(=O)NC3CC3)ccc2C)cc2nnc(-c3c(F)cccc3Cl)n21.